Dataset: Peptide-MHC class I binding affinity with 185,985 pairs from IEDB/IMGT. Task: Regression. Given a peptide amino acid sequence and an MHC pseudo amino acid sequence, predict their binding affinity value. This is MHC class I binding data. (1) The peptide sequence is YQSMIRPPY. The MHC is HLA-A25:01 with pseudo-sequence HLA-A25:01. The binding affinity (normalized) is 0.0847. (2) The peptide sequence is LMMNGTSAM. The MHC is BoLA-HD6 with pseudo-sequence BoLA-HD6. The binding affinity (normalized) is 0.367. (3) The peptide sequence is VSLEYNLL. The MHC is H-2-Kb with pseudo-sequence H-2-Kb. The binding affinity (normalized) is 1.00.